This data is from Full USPTO retrosynthesis dataset with 1.9M reactions from patents (1976-2016). The task is: Predict the reactants needed to synthesize the given product. (1) Given the product [C:63]([O:68][C:69]1([C:73]2[CH:78]=[CH:77][CH:76]=[CH:75][CH:74]=2)[CH2:70][N:71]([C:12](=[O:14])[CH:11]([NH:10][C:9]([NH:8][CH2:7][CH2:6][C:4]2[N:3]=[CH:2][NH:1][CH:5]=2)=[O:24])[CH2:15][C:16]2[CH:21]=[CH:20][C:19]([O:22][CH3:23])=[CH:18][CH:17]=2)[CH2:72]1)(=[O:67])[CH2:64][CH2:65][CH3:66], predict the reactants needed to synthesize it. The reactants are: [NH:1]1[CH:5]=[C:4]([CH2:6][CH2:7][NH:8][C:9](=[O:24])[NH:10][CH:11]([CH2:15][C:16]2[CH:21]=[CH:20][C:19]([O:22][CH3:23])=[CH:18][CH:17]=2)[C:12]([OH:14])=O)[N:3]=[CH:2]1.C(N(C(C)C)CC)(C)C.CN(C(ON1N=NC2C=CC=CC1=2)=[N+](C)C)C.[B-](F)(F)(F)F.FC(F)(F)C(O)=O.[C:63]([O:68][C:69]1([C:73]2[CH:78]=[CH:77][CH:76]=[CH:75][CH:74]=2)[CH2:72][NH:71][CH2:70]1)(=[O:67])[CH2:64][CH2:65][CH3:66]. (2) Given the product [Cl:13][C:5]1[C:4]2[C:9](=[CH:10][CH:11]=[C:2]([NH:20][CH2:19][C:18]3[CH:21]=[CH:22][CH:23]=[CH:24][C:17]=3[O:16][CH:15]([F:14])[F:25])[CH:3]=2)[C:8](=[O:12])[NH:7][N:6]=1, predict the reactants needed to synthesize it. The reactants are: Br[C:2]1[CH:3]=[C:4]2[C:9](=[CH:10][CH:11]=1)[C:8](=[O:12])[NH:7][N:6]=[C:5]2[Cl:13].[F:14][CH:15]([F:25])[O:16][C:17]1[CH:24]=[CH:23][CH:22]=[CH:21][C:18]=1[CH2:19][NH2:20].C1C=CC(P(C2C(C3C(P(C4C=CC=CC=4)C4C=CC=CC=4)=CC=C4C=3C=CC=C4)=C3C(C=CC=C3)=CC=2)C2C=CC=CC=2)=CC=1.CC([O-])(C)C.[Na+]. (3) Given the product [CH:1]1[C:10]2[CH2:9][CH2:8][CH2:7][CH2:6][C:5]=2[CH:4]=[CH:3][C:2]=1[C:11]1[N:15]([CH2:16][O:17][CH2:18][CH2:19][Si:20]([CH3:23])([CH3:22])[CH3:21])[C:14]([CH:32]=[O:33])=[N:13][CH:12]=1, predict the reactants needed to synthesize it. The reactants are: [CH:1]1[C:10]2[CH2:9][CH2:8][CH2:7][CH2:6][C:5]=2[CH:4]=[CH:3][C:2]=1[C:11]1[N:15]([CH2:16][O:17][CH2:18][CH2:19][Si:20]([CH3:23])([CH3:22])[CH3:21])[CH:14]=[N:13][CH:12]=1.[Li]CCCC.CN([CH:32]=[O:33])C. (4) Given the product [NH3:1].[NH2:1][CH2:4][CH:5]1[CH2:10][CH2:9][C:8]([C:15]2[CH:16]=[CH:17][CH:18]=[CH:19][CH:20]=2)([C:11]([O:13][CH3:14])=[O:12])[CH2:7][CH2:6]1, predict the reactants needed to synthesize it. The reactants are: [N+:1]([CH:4]=[C:5]1[CH2:10][CH2:9][C:8]([C:15]2[CH:20]=[CH:19][CH:18]=[CH:17][CH:16]=2)([C:11]([O:13][CH3:14])=[O:12])[CH2:7][CH2:6]1)([O-])=O. (5) The reactants are: CCC(O[C:6]([CH:8]([CH3:10])[CH3:9])=[O:7])=O.[NH2:11][C:12]1[CH:17]=[CH:16][CH:15]=[CH:14][CH:13]=1.C(N([CH2:23][CH3:24])CC)C.C[OH:26]. Given the product [CH3:10][CH:8]([CH3:9])[C:6](=[O:7])[CH2:24][C:23]([NH:11][C:12]1[CH:17]=[CH:16][CH:15]=[CH:14][CH:13]=1)=[O:26], predict the reactants needed to synthesize it. (6) Given the product [Br:11][C:5]1[O:1][CH:2]=[C:3]([C:6]([O:8][CH2:9][CH3:10])=[O:7])[CH:4]=1, predict the reactants needed to synthesize it. The reactants are: [O:1]1[CH:5]=[CH:4][C:3]([C:6]([O:8][CH2:9][CH3:10])=[O:7])=[CH:2]1.[Br:11]Br.C([O-])([O-])=O.[Na+].[Na+]. (7) Given the product [CH2:25]([O:24][C:22](=[O:23])[CH2:21][O:1][C:2]1[CH:9]=[CH:8][C:5]([CH:6]=[O:7])=[CH:4][C:3]=1[N+:10]([O-:12])=[O:11])[CH3:26], predict the reactants needed to synthesize it. The reactants are: [OH:1][C:2]1[CH:9]=[CH:8][C:5]([CH:6]=[O:7])=[CH:4][C:3]=1[N+:10]([O-:12])=[O:11].CN(C=O)C.[H-].[Na+].Br[CH2:21][C:22]([O:24][CH2:25][CH3:26])=[O:23]. (8) The reactants are: CS(O[CH2:6][C:7]1[CH:12]=[CH:11][CH:10]=[C:9]([O:13][CH2:14][C:15]2[C:20]([CH3:21])=[CH:19][CH:18]=[CH:17][C:16]=2[CH3:22])[C:8]=1[O:23][CH3:24])(=O)=O.[C-:25]#[N:26].[Na+]. Given the product [CH3:22][C:16]1[CH:17]=[CH:18][CH:19]=[C:20]([CH3:21])[C:15]=1[CH2:14][O:13][C:9]1[C:8]([O:23][CH3:24])=[C:7]([CH2:6][C:25]#[N:26])[CH:12]=[CH:11][CH:10]=1, predict the reactants needed to synthesize it.